This data is from Forward reaction prediction with 1.9M reactions from USPTO patents (1976-2016). The task is: Predict the product of the given reaction. (1) Given the reactants [Cl:1][C:2]1[C:7]([Cl:8])=[C:6]([C:9]([OH:18])([C:14]([F:17])([F:16])[F:15])[C:10]([F:13])([F:12])[F:11])[CH:5]=[CH:4][C:3]=1[C:19]1[S:23][C:22]([C:24]([N:26]2[CH2:31]CSCC2)=[O:25])=[N:21][C:20]=1[C:32]([O:34]C(C)(C)C)=[O:33].[O:39]=[S:40]1[CH2:43][C:42]2(CN(C(C3SC=C(C(OC(C)(C)C)=O)N=3)=O)[CH2:44]2)[CH2:41]1, predict the reaction product. The product is: [Cl:1][C:2]1[C:7]([Cl:8])=[C:6]([C:9]([OH:18])([C:10]([F:12])([F:13])[F:11])[C:14]([F:15])([F:17])[F:16])[CH:5]=[CH:4][C:3]=1[C:19]1[S:23][C:22]([C:24]([N:26]2[CH2:44][C:42]3([CH2:43][S:40](=[O:39])[CH2:41]3)[CH2:31]2)=[O:25])=[N:21][C:20]=1[C:32]([OH:34])=[O:33]. (2) Given the reactants [Cl:1][C:2]1[CH:7]=[CH:6][CH:5]=[C:4]([Cl:8])[C:3]=1[N:9]1[C:13]([C:14]2[S:18][C:17]([NH:19]CC3C=CC(OC)=CC=3OC)=[N:16][CH:15]=2)=[CH:12][CH:11]=[N:10]1.FC(F)(F)C(O)=O, predict the reaction product. The product is: [Cl:1][C:2]1[CH:7]=[CH:6][CH:5]=[C:4]([Cl:8])[C:3]=1[N:9]1[C:13]([C:14]2[S:18][C:17]([NH2:19])=[N:16][CH:15]=2)=[CH:12][CH:11]=[N:10]1. (3) Given the reactants [NH2:1][C:2]1[C:3]([C:27](=[O:42])[NH:28][CH2:29][C:30]2[CH:35]=[C:34]([Cl:36])[CH:33]=[CH:32][C:31]=2[S:37]([CH2:40][CH3:41])(=[O:39])=[O:38])=[CH:4][C:5]([O:22][C:23]([F:26])([F:25])[F:24])=[C:6]([CH2:8][N:9]2[CH2:13][CH2:12][C@@H:11]([NH:14][C:15](=[O:21])[O:16][C:17]([CH3:20])([CH3:19])[CH3:18])[CH2:10]2)[CH:7]=1.[CH3:43]C1C=CC(S(O)(=O)=O)=CC=1.O.C1(C)C=CC=CC=1.C(OC)(OC)OC, predict the reaction product. The product is: [Cl:36][C:34]1[CH:33]=[CH:32][C:31]([S:37]([CH2:40][CH3:41])(=[O:39])=[O:38])=[C:30]([CH2:29][N:28]2[C:27](=[O:42])[C:3]3[C:2](=[CH:7][C:6]([CH2:8][N:9]4[CH2:13][CH2:12][C@@H:11]([NH:14][C:15](=[O:21])[O:16][C:17]([CH3:19])([CH3:18])[CH3:20])[CH2:10]4)=[C:5]([O:22][C:23]([F:25])([F:26])[F:24])[CH:4]=3)[N:1]=[CH:43]2)[CH:35]=1. (4) Given the reactants [NH2:1][C@@H:2]([CH3:6])[CH2:3][C:4]#[N:5].Br[C:8]1[CH:13]=[CH:12][CH:11]=[CH:10][CH:9]=1.C(=O)([O-])[O-].[Cs+].[Cs+].C(Cl)Cl, predict the reaction product. The product is: [C:8]1([NH:1][C@@H:2]([CH3:6])[CH2:3][C:4]#[N:5])[CH:13]=[CH:12][CH:11]=[CH:10][CH:9]=1. (5) Given the reactants [Br:1][C:2]1[C:7]([NH:8]C(=O)OC(C)(C)C)=[C:6]([F:16])[C:5]([C:17]([F:20])([F:19])[F:18])=[CH:4][CH:3]=1.FC(F)(F)C(O)=O, predict the reaction product. The product is: [Br:1][C:2]1[C:7]([NH2:8])=[C:6]([F:16])[C:5]([C:17]([F:20])([F:18])[F:19])=[CH:4][CH:3]=1. (6) Given the reactants [C:1]([C:4]1[CH:9]=[CH:8][N:7]=[CH:6][CH:5]=1)(=[O:3])[CH3:2].C[Si]([N-][Si](C)(C)C)(C)C.[Li+].[CH3:20][O:21][CH:22]([O:27][CH3:28])[C:23](OC)=[O:24], predict the reaction product. The product is: [CH3:20][O:21][CH:22]([O:27][CH3:28])[C:23](=[O:24])[CH2:2][C:1]([C:4]1[CH:9]=[CH:8][N:7]=[CH:6][CH:5]=1)=[O:3]. (7) Given the reactants [N:1]#[C:2][NH2:3].[OH:4][CH:5]1[CH2:10][CH2:9][N:8]([C:11]([O:13][CH2:14][C:15]2[CH:20]=[CH:19][CH:18]=[CH:17][CH:16]=2)=[O:12])[CH2:7][CH2:6]1.[S:21]([OH:28])([C:24]([F:27])([F:26])[F:25])(=[O:23])=[O:22], predict the reaction product. The product is: [OH:28][S:21]([C:24]([F:27])([F:26])[F:25])(=[O:23])=[O:22].[NH2:1][CH:2]([NH2:3])[O:4][CH:5]1[CH2:6][CH2:7][N:8]([C:11]([O:13][CH2:14][C:15]2[CH:20]=[CH:19][CH:18]=[CH:17][CH:16]=2)=[O:12])[CH2:9][CH2:10]1. (8) Given the reactants [Br:1][C:2]1[CH:7]=[CH:6][N:5]=[C:4]([NH2:8])[CH:3]=1.Br[CH2:10][C:11]([C:13]1[CH:14]=[C:15]([CH3:19])[CH:16]=[CH:17][CH:18]=1)=O, predict the reaction product. The product is: [Br:1][C:2]1[CH:7]=[CH:6][N:5]2[CH:10]=[C:11]([C:13]3[CH:14]=[C:15]([CH3:19])[CH:16]=[CH:17][CH:18]=3)[N:8]=[C:4]2[CH:3]=1. (9) Given the reactants [Cl:1][C:2]1[CH:3]=[C:4]([CH:8]=[C:9]([OH:11])[CH:10]=1)[C:5](O)=[O:6].C(Cl)(=O)C(Cl)=O.N.CC[N:21](C(C)C)C(C)C, predict the reaction product. The product is: [Cl:1][C:2]1[CH:3]=[C:4]([CH:8]=[C:9]([OH:11])[CH:10]=1)[C:5]([NH2:21])=[O:6]. (10) Given the reactants [NH2:1][C:2]1[C:7]([S:8](Cl)(=[O:10])=[O:9])=[CH:6][C:5]([Br:12])=[CH:4][N:3]=1.[NH3:13], predict the reaction product. The product is: [NH2:1][C:2]1[C:7]([S:8]([NH2:13])(=[O:10])=[O:9])=[CH:6][C:5]([Br:12])=[CH:4][N:3]=1.